This data is from Reaction yield outcomes from USPTO patents with 853,638 reactions. The task is: Predict the reaction yield, written as a fraction of the theoretical maximum amount of product (1.0 means a 100% yield; for example, 0.34 means a 34% yield). (1) The reactants are [F:1][C:2]1[CH:7]=[CH:6][CH:5]=[C:4]([O:8][C:9]2[CH:14]=[CH:13][C:12](I)=[CH:11][CH:10]=2)[C:3]=1[F:16].[CH3:17][C:18]1([CH3:34])[C:22]([CH3:24])([CH3:23])[O:21][B:20]([B:20]2[O:21][C:22]([CH3:24])([CH3:23])[C:18]([CH3:34])([CH3:17])[O:19]2)[O:19]1.C([O-])(=O)C.[K+]. The catalyst is CN(C)C=O.O.CC([O-])=O.CC([O-])=O.[Pd+2]. The product is [F:16][C:3]1[C:2]([F:1])=[CH:7][CH:6]=[CH:5][C:4]=1[O:8][C:9]1[CH:14]=[CH:13][C:12]([B:20]2[O:21][C:22]([CH3:24])([CH3:23])[C:18]([CH3:34])([CH3:17])[O:19]2)=[CH:11][CH:10]=1. The yield is 0.750. (2) The reactants are [ClH:1].C([N:9]1[CH2:18][CH2:17][C:16]2[N:15]=[C:14]([C:19]([O:21][CH3:22])=[O:20])[CH:13]=[CH:12][C:11]=2[CH2:10]1)C1C=CC=CC=1. The catalyst is CO.[OH-].[Pd+2].[OH-]. The product is [ClH:1].[N:15]1[C:16]2[CH2:17][CH2:18][NH:9][CH2:10][C:11]=2[CH:12]=[CH:13][C:14]=1[C:19]([O:21][CH3:22])=[O:20]. The yield is 1.00. (3) The reactants are [C:1]([O:5][C:6](=[O:19])[NH:7][CH2:8][CH2:9][CH2:10][O:11][C:12]1[CH:17]=[CH:16][C:15]([NH2:18])=[CH:14][CH:13]=1)([CH3:4])([CH3:3])[CH3:2].C(O[C:25](=[O:49])[C@@H:26]([NH:31][C:32]([O:34][CH2:35][CH:36]1[C:48]2[CH:47]=[CH:46][CH:45]=[CH:44][C:43]=2C2C1=CC=CC=2)=[O:33])[CH2:27][C:28]([OH:30])=[O:29])(C)(C)C.[CH:50]1[CH:51]=[CH:52][C:53]2N(O)N=N[C:54]=2[CH:55]=1.CCN([CH:66]([CH3:68])[CH3:67])C(C)C.[CH3:69]N(C(ON1N=NC2C=CC=CC1=2)=[N+](C)C)C.F[P-](F)(F)(F)(F)F. The catalyst is CN(C=O)C. The product is [C:66]([O:30][C:28](=[O:29])[CH2:27][C@H:26]([NH:31][C:32]([O:34][CH2:35][CH:36]1[C:48]2[CH:43]=[CH:44][CH:45]=[CH:46][C:47]=2[C:53]2[C:54]1=[CH:55][CH:50]=[CH:51][CH:52]=2)=[O:33])[C:25]([NH:18][C:15]1[CH:14]=[CH:13][C:12]([O:11][CH2:10][CH2:9][CH2:8][NH:7][C:6]([O:5][C:1]([CH3:4])([CH3:2])[CH3:3])=[O:19])=[CH:17][CH:16]=1)=[O:49])([CH3:68])([CH3:69])[CH3:67]. The yield is 0.950.